Binary Classification. Given a drug SMILES string, predict its activity (active/inactive) in a high-throughput screening assay against a specified biological target. From a dataset of Kir2.1 potassium channel HTS with 301,493 compounds. (1) The molecule is S1c2n(N=C(C(C)(C)C)C1)c(nn2)C1CCCCC1. The result is 0 (inactive). (2) The molecule is O(CCCCN(Cc1ccccc1)C)c1c(c(cc(c1)C)C)C. The result is 1 (active). (3) The result is 0 (inactive). The molecule is Brc1oc(C(=O)Nc2c(c3sc4c(n3)cccc4)cccc2)cc1. (4) The compound is O=C(NC1CCN(CC1)C(=O)c1cc(ccc1)C)C(NC(=O)C)Cc1c(cccc1)C. The result is 0 (inactive). (5) The compound is O(c1c2c(C(=O)c3c(C2=O)c(OC(=O)C)ccc3)cc(c1)C(O)=O)C(=O)C. The result is 0 (inactive). (6) The compound is Fc1ccc(/C=C(\NC(=O)c2occc2)C(=O)NC(Cc2ccccc2)C(O)=O)cc1. The result is 0 (inactive).